From a dataset of Forward reaction prediction with 1.9M reactions from USPTO patents (1976-2016). Predict the product of the given reaction. (1) Given the reactants [CH2:1]([CH:4]1[C:13]([C:14]2[CH:19]=[CH:18][C:17]([O:20]C(=O)C)=[CH:16][CH:15]=2)=[CH:12][C:11]2[C:6](=[CH:7][C:8]([O:24]C(=O)C)=[CH:9][CH:10]=2)[O:5]1)[CH:2]=[CH2:3].[OH-].[K+].C(O)(=O)C, predict the reaction product. The product is: [CH2:1]([CH:4]1[C:13]([C:14]2[CH:15]=[CH:16][C:17]([OH:20])=[CH:18][CH:19]=2)=[CH:12][C:11]2[C:6](=[CH:7][C:8]([OH:24])=[CH:9][CH:10]=2)[O:5]1)[CH:2]=[CH2:3]. (2) Given the reactants [CH:1]([O:4][C:5]1[CH:10]=[CH:9][CH:8]=[CH:7][C:6]=1B(O)O)([CH3:3])[CH3:2].Br[C:15]1[CH:20]=[CH:19][C:18]([C:21]2[N:22]=[CH:23][C:24]([NH2:27])=[N:25][CH:26]=2)=[C:17]([F:28])[CH:16]=1, predict the reaction product. The product is: [F:28][C:17]1[CH:16]=[C:15]([C:6]2[CH:7]=[CH:8][CH:9]=[CH:10][C:5]=2[O:4][CH:1]([CH3:3])[CH3:2])[CH:20]=[CH:19][C:18]=1[C:21]1[N:22]=[CH:23][C:24]([NH2:27])=[N:25][CH:26]=1. (3) Given the reactants [Li].[Br:2][C:3]1[C:4]([C:12]([NH:14][C@@H:15]([CH3:19])[CH2:16][S:17][CH3:18])=[O:13])=[C:5]([CH:9]=[CH:10][CH:11]=1)[C:6]([O-:8])=O.C(=O)([O-])O.[Na+].COC(Cl)=O.[CH3:30][C:31]1[CH:37]=[C:36]([C:38]([F:47])([C:43]([F:46])([F:45])[F:44])[C:39]([F:42])([F:41])[F:40])[CH:35]=[CH:34][C:32]=1[NH2:33], predict the reaction product. The product is: [Br:2][C:3]1[CH:11]=[CH:10][CH:9]=[C:5]([C:6]([NH:33][C:32]2[CH:34]=[CH:35][C:36]([C:38]([F:47])([C:39]([F:40])([F:41])[F:42])[C:43]([F:44])([F:45])[F:46])=[CH:37][C:31]=2[CH3:30])=[O:8])[C:4]=1[C:12]([NH:14][C@@H:15]([CH3:19])[CH2:16][S:17][CH3:18])=[O:13].